From a dataset of Catalyst prediction with 721,799 reactions and 888 catalyst types from USPTO. Predict which catalyst facilitates the given reaction. (1) Reactant: [Cl:1][C:2]1[C:3]([O:12][C:13]2[CH:18]=[C:17]([O:19][CH2:20][CH2:21][O:22][CH3:23])[CH:16]=[CH:15][C:14]=2[CH:24]([CH3:29])[CH2:25][C:26]([OH:28])=O)=[N:4][CH:5]=[C:6]([C:8]([F:11])([F:10])[F:9])[CH:7]=1.[CH2:30]([S:35]([NH2:38])(=[O:37])=[O:36])[CH2:31][CH2:32][CH2:33][CH3:34].N12CCCN=C1CCCCC2. Product: [Cl:1][C:2]1[C:3]([O:12][C:13]2[CH:18]=[C:17]([O:19][CH2:20][CH2:21][O:22][CH3:23])[CH:16]=[CH:15][C:14]=2[CH:24]([CH3:29])[CH2:25][C:26]([NH:38][S:35]([CH2:30][CH2:31][CH2:32][CH2:33][CH3:34])(=[O:37])=[O:36])=[O:28])=[N:4][CH:5]=[C:6]([C:8]([F:10])([F:11])[F:9])[CH:7]=1. The catalyst class is: 7. (2) Reactant: FC(F)(F)C(O)=O.C(OC([NH:15][CH:16]1[CH2:21][CH2:20][CH2:19][N:18]([C:22]2[CH:23]=[C:24]([CH:29]=[CH:30][CH:31]=2)[C:25]([O:27][CH3:28])=[O:26])[CH2:17]1)=O)(C)(C)C. Product: [NH2:15][CH:16]1[CH2:21][CH2:20][CH2:19][N:18]([C:22]2[CH:23]=[C:24]([CH:29]=[CH:30][CH:31]=2)[C:25]([O:27][CH3:28])=[O:26])[CH2:17]1. The catalyst class is: 4. (3) Reactant: CCN(C(C)C)C(C)C.[O:10]1[CH:14]=[N:13][N:12]=[C:11]1[C:15]1[CH:23]=[CH:22][C:18]([C:19]([OH:21])=O)=[CH:17][CH:16]=1.C1C=CC2N(O)N=NC=2C=1.CCN=C=NCCCN(C)C.Cl.[NH2:46][CH2:47][C:48]([N:50]1[CH2:55][CH2:54][CH:53]([O:56][C:57]2[CH:62]=[CH:61][CH:60]=[CH:59][C:58]=2[Cl:63])[CH2:52][CH2:51]1)=[O:49]. Product: [Cl:63][C:58]1[CH:59]=[CH:60][CH:61]=[CH:62][C:57]=1[O:56][CH:53]1[CH2:52][CH2:51][N:50]([C:48](=[O:49])[CH2:47][NH:46][C:19](=[O:21])[C:18]2[CH:17]=[CH:16][C:15]([C:11]3[O:10][CH:14]=[N:13][N:12]=3)=[CH:23][CH:22]=2)[CH2:55][CH2:54]1. The catalyst class is: 18. (4) Reactant: [NH2:1][C:2]1[N:10]=[CH:9][CH:8]=[CH:7][C:3]=1[C:4]([OH:6])=O.ON1C2C=CC=CC=2N=N1.CCN=C=NCCCN(C)C.[CH3:32][C:33]1[CH:47]=[C:46]([CH3:48])[CH:45]=[CH:44][C:34]=1[S:35][C:36]1[CH:43]=[CH:42][C:39]([CH2:40][NH2:41])=[CH:38][CH:37]=1.C(=O)(O)[O-].[Na+]. Product: [CH3:32][C:33]1[CH:47]=[C:46]([CH3:48])[CH:45]=[CH:44][C:34]=1[S:35][C:36]1[CH:37]=[CH:38][C:39]([CH2:40][NH:41][C:4](=[O:6])[C:3]2[CH:7]=[CH:8][CH:9]=[N:10][C:2]=2[NH2:1])=[CH:42][CH:43]=1. The catalyst class is: 3.